Task: Predict the reactants needed to synthesize the given product.. Dataset: Full USPTO retrosynthesis dataset with 1.9M reactions from patents (1976-2016) (1) Given the product [Cl:20][C:16]1[N:17]=[C:18]([Cl:19])[C:13]2[CH:12]=[C:11]([C:21]([OH:24])([CH3:22])[CH3:23])[NH:10][C:14]=2[N:15]=1, predict the reactants needed to synthesize it. The reactants are: C1(S([N:10]2[C:14]3[N:15]=[C:16]([Cl:20])[N:17]=[C:18]([Cl:19])[C:13]=3[CH:12]=[C:11]2[C:21]([OH:24])([CH3:23])[CH3:22])(=O)=O)C=CC=CC=1.[OH-].[Na+]. (2) Given the product [CH3:8][C@H:6]1[N:7]([CH2:19][CH2:20][CH3:21])[C@@H:2]([CH3:1])[CH2:3][N:4]([C:9]2[CH:10]=[C:11]([C:15](=[O:17])[CH3:16])[CH:12]=[CH:13][CH:14]=2)[CH2:5]1, predict the reactants needed to synthesize it. The reactants are: [CH3:1][C@H:2]1[NH:7][C@@H:6]([CH3:8])[CH2:5][N:4]([C:9]2[CH:10]=[C:11]([C:15](=[O:17])[CH3:16])[CH:12]=[CH:13][CH:14]=2)[CH2:3]1.I[CH2:19][CH2:20][CH3:21].C(Cl)Cl. (3) Given the product [N:1]1([C:10]2[CH:11]=[C:12]([CH:13]=[CH:14][CH:15]=2)[O:16][C:18]2[CH:30]=[CH:29][C:28]3[C:27]4[C:22](=[CH:23][CH:24]=[CH:25][CH:26]=4)[N:21]([C:31]4[CH:36]=[CH:35][CH:34]=[CH:33][N:32]=4)[C:20]=3[CH:19]=2)[C:9]2[C:4](=[CH:5][CH:6]=[CH:7][CH:8]=2)[CH:3]=[N:2]1, predict the reactants needed to synthesize it. The reactants are: [N:1]1([C:10]2[CH:11]=[C:12]([OH:16])[CH:13]=[CH:14][CH:15]=2)[C:9]2[C:4](=[CH:5][CH:6]=[CH:7][CH:8]=2)[CH:3]=[N:2]1.Br[C:18]1[CH:30]=[CH:29][C:28]2[C:27]3[C:22](=[CH:23][CH:24]=[CH:25][CH:26]=3)[N:21]([C:31]3[CH:36]=[CH:35][CH:34]=[CH:33][N:32]=3)[C:20]=2[CH:19]=1.N1C=CC=CC=1C(O)=O.[O-]P([O-])([O-])=O.[K+].[K+].[K+]. (4) Given the product [O:12]=[C:11]1[CH2:10][C:9]([C:5]2[CH:4]=[C:3]([CH:8]=[CH:7][CH:6]=2)[C:1]#[N:2])=[N:31][C:15]2[CH:16]=[CH:17][C:18]([N:20]3[CH:24]=[CH:23][C:22]([C:25]4[CH:30]=[CH:29][CH:28]=[CH:27][CH:26]=4)=[CH:21]3)=[CH:19][C:14]=2[NH:13]1, predict the reactants needed to synthesize it. The reactants are: [C:1]([C:3]1[CH:4]=[C:5]([C:9](=O)[CH2:10][C:11]([NH:13][C:14]2[CH:19]=[C:18]([N:20]3[CH:24]=[CH:23][C:22]([C:25]4[CH:30]=[CH:29][CH:28]=[CH:27][CH:26]=4)=[CH:21]3)[CH:17]=[CH:16][C:15]=2[N+:31]([O-])=O)=[O:12])[CH:6]=[CH:7][CH:8]=1)#[N:2]. (5) Given the product [OH:9][C:8]1[CH:7]=[C:6]2[C:5]([CH2:13][CH:12]([C:15]3[CH:16]=[CH:17][C:18]([OH:21])=[CH:19][CH:20]=3)[CH2:11][O:10]2)=[CH:4][C:3]=1[O:2][CH3:1], predict the reactants needed to synthesize it. The reactants are: [CH3:1][O:2][C:3]1[CH:4]=[C:5]2[C:13](=O)[C:12]([C:15]3[CH:16]=[CH:17][C:18]([OH:21])=[CH:19][CH:20]=3)=[CH:11][O:10][C:6]2=[CH:7][C:8]=1[OH:9]. (6) Given the product [CH2:1]([O:3][C:4]1[C@@H:9]([C@H:10]([CH2:12][OH:13])[OH:11])[O:8][C:6](=[O:7])[C:5]=1[OH:17])[CH3:2], predict the reactants needed to synthesize it. The reactants are: [CH2:1]([O:3][C:4]1[C@@H:9]([C@H:10]([C:12](=C(C)C)[OH:13])[OH:11])[O:8][C:6](=[O:7])[C:5]=1[OH:17])[CH3:2]. (7) Given the product [CH2:15]([O:17][C:18]([C:19]1[CH:11]2[CH2:10][N:9]([C:12](=[O:14])[CH3:13])[CH2:8][CH2:7][C:6]2([N:1]2[CH2:2][CH2:3][CH2:4][CH2:5]2)[O:22][N:21]=1)=[O:23])[CH3:16], predict the reactants needed to synthesize it. The reactants are: [N:1]1([C:6]2[CH2:7][CH2:8][N:9]([C:12](=[O:14])[CH3:13])[CH2:10][CH:11]=2)[CH2:5][CH2:4][CH2:3][CH2:2]1.[CH2:15]([O:17][C:18](=[O:23])[C:19](=[N:21][OH:22])Cl)[CH3:16].CNC1(NC)C=CN=CC1.CN1CCOCC1.C(N(C(C)C)CC)(C)C. (8) Given the product [OH:1][CH2:2][C@@H:3]1[CH2:5][C@H:4]1[CH2:6][C:7]([O:9][CH2:10][C:11]1[CH:16]=[CH:15][CH:14]=[CH:13][CH:12]=1)=[O:8], predict the reactants needed to synthesize it. The reactants are: [OH:1][CH2:2][C@@H:3]1[CH2:5][C@H:4]1[CH2:6][C:7]([OH:9])=[O:8].[CH2:10](Br)[C:11]1[CH:16]=[CH:15][CH:14]=[CH:13][CH:12]=1.C(=O)([O-])[O-].[K+].[K+].CN(C=O)C. (9) Given the product [CH2:1]([O:3][C:4](=[O:25])[CH2:5][CH:6]1[CH2:11][CH2:10][CH:9]([C:12]2[CH:17]=[CH:16][C:15]([C:18]3[N:19]=[N:20][C:21]([Cl:28])=[CH:22][CH:23]=3)=[CH:14][CH:13]=2)[CH2:8][CH2:7]1)[CH3:2], predict the reactants needed to synthesize it. The reactants are: [CH2:1]([O:3][C:4](=[O:25])[CH2:5][CH:6]1[CH2:11][CH2:10][CH:9]([C:12]2[CH:17]=[CH:16][C:15]([C:18]3[CH:23]=[CH:22][C:21](=O)[NH:20][N:19]=3)=[CH:14][CH:13]=2)[CH2:8][CH2:7]1)[CH3:2].P(Cl)(Cl)([Cl:28])=O.